From a dataset of NCI-60 drug combinations with 297,098 pairs across 59 cell lines. Regression. Given two drug SMILES strings and cell line genomic features, predict the synergy score measuring deviation from expected non-interaction effect. (1) Drug 1: CN(CCCl)CCCl.Cl. Drug 2: CN(C(=O)NC(C=O)C(C(C(CO)O)O)O)N=O. Cell line: IGROV1. Synergy scores: CSS=9.92, Synergy_ZIP=-4.87, Synergy_Bliss=-0.549, Synergy_Loewe=-14.9, Synergy_HSA=-0.910. (2) Drug 1: CC1=CC=C(C=C1)C2=CC(=NN2C3=CC=C(C=C3)S(=O)(=O)N)C(F)(F)F. Drug 2: CC1CCC2CC(C(=CC=CC=CC(CC(C(=O)C(C(C(=CC(C(=O)CC(OC(=O)C3CCCCN3C(=O)C(=O)C1(O2)O)C(C)CC4CCC(C(C4)OC)OCCO)C)C)O)OC)C)C)C)OC. Cell line: SK-MEL-5. Synergy scores: CSS=0.439, Synergy_ZIP=0.792, Synergy_Bliss=5.14, Synergy_Loewe=2.80, Synergy_HSA=2.66. (3) Drug 1: CN1C(=O)N2C=NC(=C2N=N1)C(=O)N. Drug 2: CC1C(C(CC(O1)OC2CC(CC3=C2C(=C4C(=C3O)C(=O)C5=C(C4=O)C(=CC=C5)OC)O)(C(=O)CO)O)N)O.Cl. Cell line: MALME-3M. Synergy scores: CSS=31.3, Synergy_ZIP=-5.93, Synergy_Bliss=-5.55, Synergy_Loewe=-57.7, Synergy_HSA=-5.58. (4) Drug 1: C1CCC(C1)C(CC#N)N2C=C(C=N2)C3=C4C=CNC4=NC=N3. Drug 2: CC1=C(C=C(C=C1)NC(=O)C2=CC=C(C=C2)CN3CCN(CC3)C)NC4=NC=CC(=N4)C5=CN=CC=C5. Cell line: NCI-H522. Synergy scores: CSS=15.0, Synergy_ZIP=-0.744, Synergy_Bliss=0.904, Synergy_Loewe=-2.07, Synergy_HSA=-0.426. (5) Drug 1: COC1=CC(=CC(=C1O)OC)C2C3C(COC3=O)C(C4=CC5=C(C=C24)OCO5)OC6C(C(C7C(O6)COC(O7)C8=CC=CS8)O)O. Drug 2: C(CCl)NC(=O)N(CCCl)N=O. Cell line: SK-MEL-28. Synergy scores: CSS=18.6, Synergy_ZIP=-6.69, Synergy_Bliss=4.21, Synergy_Loewe=-12.4, Synergy_HSA=3.08.